Dataset: Forward reaction prediction with 1.9M reactions from USPTO patents (1976-2016). Task: Predict the product of the given reaction. (1) The product is: [NH2:1][C:2]1[C:10]2[C:9]([C:11]3[CH:16]=[CH:15][C:14]([Cl:17])=[C:13]([Cl:18])[CH:12]=3)=[N:8][C:7]([NH:28][CH:25]([CH3:27])[CH3:26])=[N:6][C:5]=2[S:4][C:3]=1[C:22]([NH2:24])=[O:23]. Given the reactants [NH2:1][C:2]1[C:10]2[C:9]([C:11]3[CH:16]=[CH:15][C:14]([Cl:17])=[C:13]([Cl:18])[CH:12]=3)=[N:8][C:7](S(C)=O)=[N:6][C:5]=2[S:4][C:3]=1[C:22]([NH2:24])=[O:23].[CH:25]([NH2:28])([CH3:27])[CH3:26], predict the reaction product. (2) Given the reactants [CH2:1]([CH:3]1[O:5][CH2:4]1)Br.[Br:6][C:7]1[CH:8]=[C:9]([NH:13][C:14]2[C:23]3[C:18](=[CH:19][C:20]([O:25][CH3:26])=[C:21]([OH:24])[CH:22]=3)[N:17]=[CH:16][N:15]=2)[CH:10]=[CH:11][CH:12]=1.C(=O)([O-])[O-].[K+].[K+], predict the reaction product. The product is: [Br:6][C:7]1[CH:8]=[C:9]([NH:13][C:14]2[C:23]3[C:18](=[CH:19][C:20]([O:25][CH3:26])=[C:21]([O:24][CH2:1][CH:3]4[CH2:4][O:5]4)[CH:22]=3)[N:17]=[CH:16][N:15]=2)[CH:10]=[CH:11][CH:12]=1. (3) Given the reactants C1(P(C2C=CC=CC=2)C2C=CC=CC=2)C=CC=CC=1.C([NH:30][C@H:31]([C:33](O)=[O:34])[CH3:32])(OCC1C=CC=CC=1)=O.ClC(Cl)(Cl)C(Cl)(Cl)Cl.[NH2:44][C@H:45]([C:51]([OH:53])=[O:52])[CH2:46][CH2:47][C:48](=[O:50])[NH2:49].[OH-].[K+].S(=O)(=O)(O)O, predict the reaction product. The product is: [NH2:30][C@H:31]([C:33]([NH:44][C@H:45]([C:51]([OH:53])=[O:52])[CH2:46][CH2:47][C:48](=[O:50])[NH2:49])=[O:34])[CH3:32]. (4) Given the reactants C(OC([NH:8][CH:9]([CH2:15][CH2:16][C:17](=O)[CH3:18])[C:10]([O:12][CH2:13][CH3:14])=[O:11])=O)(C)(C)C.C(O)(C(F)(F)F)=O, predict the reaction product. The product is: [CH3:18][CH:17]1[NH:8][CH:9]([C:10]([O:12][CH2:13][CH3:14])=[O:11])[CH2:15][CH2:16]1. (5) Given the reactants [O:1]1[C:6]2[CH:7]=[CH:8][C:9]([CH2:11][N:12]3[CH2:17][CH2:16][C:15]([CH2:23][CH2:24][CH2:25][N:26]4[C:35]5[C:30](=[CH:31][CH:32]=[C:33]([O:36][CH3:37])[CH:34]=5)[CH:29]=[CH:28][C:27]4=[O:38])([C:18]([O:20]CC)=[O:19])[CH2:14][CH2:13]3)=[CH:10][C:5]=2[O:4][CH2:3][CH2:2]1.[OH-].[Na+], predict the reaction product. The product is: [O:1]1[C:6]2[CH:7]=[CH:8][C:9]([CH2:11][N:12]3[CH2:13][CH2:14][C:15]([CH2:23][CH2:24][CH2:25][N:26]4[C:35]5[C:30](=[CH:31][CH:32]=[C:33]([O:36][CH3:37])[CH:34]=5)[CH:29]=[CH:28][C:27]4=[O:38])([C:18]([OH:20])=[O:19])[CH2:16][CH2:17]3)=[CH:10][C:5]=2[O:4][CH2:3][CH2:2]1. (6) Given the reactants CC1C=C(C2C=CC=C(C)N=2)C=CC=1[C:15]1[C:26](=[O:27])NC2N=C(SC)N=C[C:17]=2[CH:16]=1.[Cl:28][C:29]1[CH:34]=[C:33]([C:35]2[CH:40]=[N:39][CH:38]=[C:37]([CH3:41])[N:36]=2)[CH:32]=[CH:31][C:30]=1[C:42]1[C:53](=[O:54])[NH:52][C:45]2[N:46]=[C:47](SC)[N:48]=[CH:49][C:44]=2[CH:43]=1.[O:55]1[CH2:58][CH:57]([NH2:59])[CH2:56]1.C(N)C, predict the reaction product. The product is: [Cl:28][C:29]1[CH:34]=[C:33]([C:35]2[CH:40]=[N:39][CH:38]=[C:37]([CH3:41])[N:36]=2)[CH:32]=[CH:31][C:30]=1[C:42]1[C:53](=[O:54])[N:52]([CH2:17][CH2:16][CH2:15][CH2:26][OH:27])[C:45]2[N:46]=[C:47]([NH:59][CH:57]3[CH2:58][O:55][CH2:56]3)[N:48]=[CH:49][C:44]=2[CH:43]=1.